This data is from NCI-60 drug combinations with 297,098 pairs across 59 cell lines. The task is: Regression. Given two drug SMILES strings and cell line genomic features, predict the synergy score measuring deviation from expected non-interaction effect. (1) Drug 1: C1CCN(CC1)CCOC2=CC=C(C=C2)C(=O)C3=C(SC4=C3C=CC(=C4)O)C5=CC=C(C=C5)O. Drug 2: CNC(=O)C1=CC=CC=C1SC2=CC3=C(C=C2)C(=NN3)C=CC4=CC=CC=N4. Cell line: SF-268. Synergy scores: CSS=5.54, Synergy_ZIP=3.84, Synergy_Bliss=8.40, Synergy_Loewe=2.57, Synergy_HSA=4.16. (2) Drug 1: CC12CCC3C(C1CCC2=O)CC(=C)C4=CC(=O)C=CC34C. Drug 2: CCCCCOC(=O)NC1=NC(=O)N(C=C1F)C2C(C(C(O2)C)O)O. Cell line: NCI-H322M. Synergy scores: CSS=8.18, Synergy_ZIP=4.81, Synergy_Bliss=8.79, Synergy_Loewe=1.41, Synergy_HSA=6.93. (3) Drug 1: CCC1=CC2CC(C3=C(CN(C2)C1)C4=CC=CC=C4N3)(C5=C(C=C6C(=C5)C78CCN9C7C(C=CC9)(C(C(C8N6C)(C(=O)OC)O)OC(=O)C)CC)OC)C(=O)OC.C(C(C(=O)O)O)(C(=O)O)O. Drug 2: C1=CC(=CC=C1C#N)C(C2=CC=C(C=C2)C#N)N3C=NC=N3. Cell line: DU-145. Synergy scores: CSS=51.8, Synergy_ZIP=-0.136, Synergy_Bliss=2.06, Synergy_Loewe=-14.7, Synergy_HSA=2.67. (4) Drug 1: C1CN1P(=S)(N2CC2)N3CC3. Cell line: HT29. Drug 2: C1C(C(OC1N2C=NC3=C2NC=NCC3O)CO)O. Synergy scores: CSS=11.4, Synergy_ZIP=-2.42, Synergy_Bliss=-1.31, Synergy_Loewe=0.539, Synergy_HSA=0.201. (5) Drug 1: CC1=C(C=C(C=C1)NC2=NC=CC(=N2)N(C)C3=CC4=NN(C(=C4C=C3)C)C)S(=O)(=O)N.Cl. Drug 2: CC(C)NC(=O)C1=CC=C(C=C1)CNNC.Cl. Cell line: NCI/ADR-RES. Synergy scores: CSS=-5.16, Synergy_ZIP=2.57, Synergy_Bliss=-1.87, Synergy_Loewe=-4.97, Synergy_HSA=-5.95.